From a dataset of Reaction yield outcomes from USPTO patents with 853,638 reactions. Predict the reaction yield, written as a fraction of the theoretical maximum amount of product (1.0 means a 100% yield; for example, 0.34 means a 34% yield). (1) The reactants are [CH3:1][O:2][CH2:3][CH2:4][CH2:5][O:6][C:7]1[CH:12]=[CH:11][N:10]=[C:9]([CH2:13][S:14][C:15]2[NH:19][C:18]3[CH:20]=[CH:21][CH:22]=[CH:23][C:17]=3[N:16]=2)[C:8]=1[CH3:24].[OH-:25].[Na+].O. The catalyst is ClCCl. The product is [CH3:1][O:2][CH2:3][CH2:4][CH2:5][O:6][C:7]1[CH:12]=[CH:11][N:10]=[C:9]([CH2:13][S:14]([C:15]2[NH:16][C:17]3[CH:23]=[CH:22][CH:21]=[CH:20][C:18]=3[N:19]=2)=[O:25])[C:8]=1[CH3:24]. The yield is 0.414. (2) The reactants are COC(=O)[CH:4]([C:13]1[CH:18]=[CH:17][C:16]([I:19])=[CH:15][CH:14]=1)[C:5]([CH:7]1[CH2:12][CH2:11][CH2:10][CH2:9][CH2:8]1)=[O:6].[Cl-].[Na+]. The catalyst is CS(C)=O.O. The product is [CH:7]1([C:5](=[O:6])[CH2:4][C:13]2[CH:14]=[CH:15][C:16]([I:19])=[CH:17][CH:18]=2)[CH2:12][CH2:11][CH2:10][CH2:9][CH2:8]1. The yield is 0.960. (3) The reactants are [CH3:1][N:2]1[CH:7]=[CH:6][C:5]([C:8]2[CH:13]=[CH:12][N:11]=[CH:10][C:9]=2[NH:14][C:15](=[O:21])[O:16][C:17]([CH3:20])([CH3:19])[CH3:18])=[CH:4][C:3]1=[O:22]. The catalyst is C(O)C.[Pd]. The product is [C:17]([O:16][C:15](=[O:21])[NH:14][C:9]1[CH:10]=[N:11][CH:12]=[CH:13][C:8]=1[CH:5]1[CH2:6][CH2:7][N:2]([CH3:1])[C:3](=[O:22])[CH2:4]1)([CH3:20])([CH3:18])[CH3:19]. The yield is 0.610. (4) The reactants are [Br:1][C:2]1[CH:3]=[C:4]([NH:13][CH:14]2[CH2:19][CH2:18][O:17][CH2:16][CH2:15]2)[C:5]([CH3:12])=[C:6]([CH:11]=1)[C:7]([O:9][CH3:10])=[O:8].[C:20](=O)([O-])[O-].[Cs+].[Cs+].CI. The catalyst is C(#N)C. The product is [Br:1][C:2]1[CH:3]=[C:4]([N:13]([CH3:20])[CH:14]2[CH2:19][CH2:18][O:17][CH2:16][CH2:15]2)[C:5]([CH3:12])=[C:6]([CH:11]=1)[C:7]([O:9][CH3:10])=[O:8]. The yield is 0.800. (5) The reactants are [F:1][C:2]([F:29])([F:28])[C:3]1[CH:27]=[CH:26][C:6]([CH2:7][O:8][N:9]=[C:10]([C:12]2[O:16][C:15]([N:17]([CH2:22][C:23]([OH:25])=O)[CH2:18][C:19]([OH:21])=O)=[N:14][CH:13]=2)[CH3:11])=[CH:5][CH:4]=1.[O:30]1[CH2:35][CH2:34][CH:33]([CH2:36][NH2:37])[CH2:32][CH2:31]1.C1C=CC2N(O)N=NC=2C=1.CCN=C=N[CH2:53][CH2:54][CH2:55][N:56](C)C.Cl.C(N1C[CH2:66][O:65][CH2:64][CH2:63]1)C. The catalyst is CN(C=O)C. The product is [F:29][C:2]([F:1])([F:28])[C:3]1[CH:27]=[CH:26][C:6]([CH2:7][O:8][N:9]=[C:10]([C:12]2[O:16][C:15]([N:17]([CH2:22][C:23]([NH:56][CH2:55][CH:54]3[CH2:53][CH2:66][O:65][CH2:64][CH2:63]3)=[O:25])[CH2:18][C:19]([NH:37][CH2:36][CH:33]3[CH2:34][CH2:35][O:30][CH2:31][CH2:32]3)=[O:21])=[N:14][CH:13]=2)[CH3:11])=[CH:5][CH:4]=1. The yield is 0.490. (6) The reactants are Cl[C:2]1[C:3]([NH2:12])=[N:4][C:5]2[C:10]([N:11]=1)=[CH:9][CH:8]=[CH:7][CH:6]=2.[NH2:13][CH:14]([CH2:17][CH3:18])[CH2:15][CH3:16]. No catalyst specified. The product is [CH3:16][CH2:15][CH:14]([NH:13][C:2]1[C:3]([NH2:12])=[N:4][C:5]2[C:10](=[CH:9][CH:8]=[CH:7][CH:6]=2)[N:11]=1)[CH2:17][CH3:18]. The yield is 0.780. (7) The reactants are [CH3:1]N(C(ON1N=NC2C=CC=CC1=2)=[N+](C)C)C.[B-](F)(F)(F)F.[CH:23]1([C:29]2[C:30]3[CH:31]=[CH:32][C:33]([C:50]([O:52]C)=[O:51])=[CH:34][C:35]=3[N:36]3[CH:42]=[C:41]([C:43](O)=[O:44])[CH2:40][C:39]4[CH:46]=[CH:47][CH:48]=[CH:49][C:38]=4[C:37]=23)[CH2:28][CH2:27][CH2:26][CH2:25][CH2:24]1.[NH:54]1[CH2:59][CH2:58][O:57][CH2:56][CH2:55]1.C(N(CC)C(C)C)(C)C. The catalyst is CN(C=O)C. The product is [CH3:1][C:49]1[C:38]2[C:37]3=[C:29]([CH:23]4[CH2:28][CH2:27][CH2:26][CH2:25][CH2:24]4)[C:30]4[CH:31]=[CH:32][C:33]([C:50]([OH:52])=[O:51])=[CH:34][C:35]=4[N:36]3[CH:42]=[C:41]([C:43]([N:54]3[CH2:59][CH2:58][O:57][CH2:56][CH2:55]3)=[O:44])[CH2:40][C:39]=2[CH:46]=[CH:47][CH:48]=1. The yield is 0.440. (8) The reactants are [Br:1][C:2]1[C:3]([N:19]2[CH2:24][CH2:23][CH2:22][C@@H:21]([NH:25]C(=O)OC(C)(C)C)[CH2:20]2)=[C:4]2[C:10]([NH:11][C:12]([CH:14]3[CH2:18][CH2:17][CH2:16][CH2:15]3)=[O:13])=[CH:9][NH:8][C:5]2=[N:6][CH:7]=1.[ClH:33]. The catalyst is C(O)(C(F)(F)F)=O.C(Cl)Cl.CCOCC. The product is [ClH:33].[NH2:25][C@@H:21]1[CH2:22][CH2:23][CH2:24][N:19]([C:3]2[C:2]([Br:1])=[CH:7][N:6]=[C:5]3[NH:8][CH:9]=[C:10]([NH:11][C:12]([CH:14]4[CH2:15][CH2:16][CH2:17][CH2:18]4)=[O:13])[C:4]=23)[CH2:20]1. The yield is 0.620. (9) The reactants are Br[C:2]1[CH:3]=[C:4]2[C:10]([C:11]3[CH:12]=[N:13][N:14]([CH2:16][C:17]4[CH:22]=[CH:21][C:20]([F:23])=[CH:19][CH:18]=4)[CH:15]=3)=[CH:9][N:8]([S:24]([C:27]3[CH:33]=[CH:32][C:30]([CH3:31])=[CH:29][CH:28]=3)(=[O:26])=[O:25])[C:5]2=[N:6][CH:7]=1.CC1(C)C(C)(C)OB([C:42]2[CH:43]=[C:44]([NH:48][S:49]([CH3:52])(=[O:51])=[O:50])[CH:45]=[CH:46][CH:47]=2)O1.C(=O)([O-])[O-].[Na+].[Na+]. The catalyst is Cl[Pd](Cl)([P](C1C=CC=CC=1)(C1C=CC=CC=1)C1C=CC=CC=1)[P](C1C=CC=CC=1)(C1C=CC=CC=1)C1C=CC=CC=1.C1(C)C=CC=CC=1.C(O)C.O. The product is [F:23][C:20]1[CH:21]=[CH:22][C:17]([CH2:16][N:14]2[CH:15]=[C:11]([C:10]3[C:4]4[C:5](=[N:6][CH:7]=[C:2]([C:42]5[CH:43]=[C:44]([NH:48][S:49]([CH3:52])(=[O:50])=[O:51])[CH:45]=[CH:46][CH:47]=5)[CH:3]=4)[N:8]([S:24]([C:27]4[CH:28]=[CH:29][C:30]([CH3:31])=[CH:32][CH:33]=4)(=[O:26])=[O:25])[CH:9]=3)[CH:12]=[N:13]2)=[CH:18][CH:19]=1. The yield is 0.790.